From a dataset of NCI-60 drug combinations with 297,098 pairs across 59 cell lines. Regression. Given two drug SMILES strings and cell line genomic features, predict the synergy score measuring deviation from expected non-interaction effect. (1) Drug 1: COC1=NC(=NC2=C1N=CN2C3C(C(C(O3)CO)O)O)N. Drug 2: C1CN(P(=O)(OC1)NCCCl)CCCl. Cell line: SK-MEL-28. Synergy scores: CSS=5.33, Synergy_ZIP=-4.71, Synergy_Bliss=-5.85, Synergy_Loewe=-4.52, Synergy_HSA=-3.63. (2) Drug 1: CC1(CCCN1)C2=NC3=C(C=CC=C3N2)C(=O)N. Drug 2: CC(C)(C#N)C1=CC=C(C=C1)N2C3=C4C=C(C=CC4=NC=C3N(C2=O)C)C5=CC6=CC=CC=C6N=C5. Cell line: SW-620. Synergy scores: CSS=55.1, Synergy_ZIP=6.87, Synergy_Bliss=7.19, Synergy_Loewe=-49.4, Synergy_HSA=6.90. (3) Drug 1: CC1=CC=C(C=C1)C2=CC(=NN2C3=CC=C(C=C3)S(=O)(=O)N)C(F)(F)F. Drug 2: CC1=C(C(=CC=C1)Cl)NC(=O)C2=CN=C(S2)NC3=CC(=NC(=N3)C)N4CCN(CC4)CCO. Cell line: SR. Synergy scores: CSS=1.05, Synergy_ZIP=2.92, Synergy_Bliss=8.88, Synergy_Loewe=-2.71, Synergy_HSA=-2.64. (4) Drug 1: CNC(=O)C1=NC=CC(=C1)OC2=CC=C(C=C2)NC(=O)NC3=CC(=C(C=C3)Cl)C(F)(F)F. Drug 2: C(CN)CNCCSP(=O)(O)O. Cell line: NCI-H226. Synergy scores: CSS=1.49, Synergy_ZIP=0.809, Synergy_Bliss=1.00, Synergy_Loewe=0.816, Synergy_HSA=-0.889. (5) Drug 1: CN(CCCl)CCCl.Cl. Drug 2: C(CN)CNCCSP(=O)(O)O. Cell line: NCI-H322M. Synergy scores: CSS=-3.33, Synergy_ZIP=2.67, Synergy_Bliss=1.30, Synergy_Loewe=-3.59, Synergy_HSA=-3.90. (6) Drug 1: CCCS(=O)(=O)NC1=C(C(=C(C=C1)F)C(=O)C2=CNC3=C2C=C(C=N3)C4=CC=C(C=C4)Cl)F. Drug 2: C1=C(C(=O)NC(=O)N1)F. Cell line: LOX IMVI. Synergy scores: CSS=52.8, Synergy_ZIP=-2.19, Synergy_Bliss=-3.24, Synergy_Loewe=3.64, Synergy_HSA=5.47.